This data is from Full USPTO retrosynthesis dataset with 1.9M reactions from patents (1976-2016). The task is: Predict the reactants needed to synthesize the given product. (1) Given the product [F:21][C:18]1[CH:19]=[C:20]([N:10]2[CH2:11][CH2:12][N:8]([C:3]3[CH:4]=[N:5][CH:6]=[CH:7][C:2]=3[CH3:1])[C:9]2=[O:13])[CH:15]=[CH:16][C:17]=1[F:22], predict the reactants needed to synthesize it. The reactants are: [CH3:1][C:2]1[CH:7]=[CH:6][N:5]=[CH:4][C:3]=1[N:8]1[CH2:12][CH2:11][NH:10][C:9]1=[O:13].Br[C:15]1[CH:20]=[CH:19][C:18]([F:21])=[C:17]([F:22])[CH:16]=1.N[C@@H]1CCCC[C@H]1N.C(=O)([O-])[O-].[K+].[K+]. (2) Given the product [Cl:1][C:2]1[N:3]=[C:4]([NH:21][CH2:19][CH3:20])[C:5]2[CH2:10][CH2:9][C:8]([CH3:17])([C:11]3[CH:16]=[CH:15][CH:14]=[CH:13][CH:12]=3)[C:6]=2[N:7]=1, predict the reactants needed to synthesize it. The reactants are: [Cl:1][C:2]1[N:3]=[C:4](Cl)[C:5]2[CH2:10][CH2:9][C:8]([CH3:17])([C:11]3[CH:16]=[CH:15][CH:14]=[CH:13][CH:12]=3)[C:6]=2[N:7]=1.[CH2:19]([NH2:21])[CH3:20]. (3) The reactants are: [CH3:1][O:2][C:3]([C:5]1([CH3:12])[C@@H:11]2[C@@H:9]([O:10]2)[CH2:8][CH2:7][CH2:6]1)=[O:4].CO.[NH4+].[Cl-].[N-:17]=[N+:18]=[N-:19].[Na+]. Given the product [CH3:1][O:2][C:3]([C:5]1([CH3:12])[CH2:6][CH2:7][CH2:8][CH:9]([N:17]=[N+:18]=[N-:19])[CH:11]1[OH:10])=[O:4], predict the reactants needed to synthesize it. (4) Given the product [CH3:24][S:21]([C:16]1[CH:17]=[CH:18][CH:19]=[CH:20][C:15]=1[S:12]([NH:11][C:8]1[CH:9]=[C:10]2[C:5](=[CH:6][CH:7]=1)[NH:4][N:3]=[C:2]2[C:32]1[C:41]2[C:36](=[CH:37][CH:38]=[CH:39][CH:40]=2)[CH:35]=[CH:34][CH:33]=1)(=[O:14])=[O:13])(=[O:22])=[O:23], predict the reactants needed to synthesize it. The reactants are: I[C:2]1[C:10]2[C:5](=[CH:6][CH:7]=[C:8]([NH:11][S:12]([C:15]3[CH:20]=[CH:19][CH:18]=[CH:17][C:16]=3[S:21]([CH3:24])(=[O:23])=[O:22])(=[O:14])=[O:13])[CH:9]=2)[N:4](C(OC(C)(C)C)=O)[N:3]=1.[CH:32]1[C:41]2[C:36](=[CH:37][CH:38]=[CH:39][CH:40]=2)[CH:35]=[CH:34][C:33]=1B(O)O.C(=O)([O-])O.[Na+]. (5) The reactants are: [NH2:1][C:2]1[CH:7]=[CH:6][C:5]([C@@H:8]2[CH2:10][C@H:9]2[NH:11][C:12](=[O:18])[O:13][C:14]([CH3:17])([CH3:16])[CH3:15])=[CH:4][CH:3]=1.[C:19]1([C:28]2[CH:33]=[CH:32][CH:31]=[CH:30][CH:29]=2)[CH:24]=[CH:23][CH:22]=[C:21]([C:25](Cl)=[O:26])[CH:20]=1.C(N(CC)CC)C.O. Given the product [C:14]([O:13][C:12](=[O:18])[NH:11][C@@H:9]1[CH2:10][C@H:8]1[C:5]1[CH:6]=[CH:7][C:2]([NH:1][C:25]([C:21]2[CH:20]=[C:19]([C:28]3[CH:33]=[CH:32][CH:31]=[CH:30][CH:29]=3)[CH:24]=[CH:23][CH:22]=2)=[O:26])=[CH:3][CH:4]=1)([CH3:15])([CH3:17])[CH3:16], predict the reactants needed to synthesize it. (6) The reactants are: [OH:1][C:2]1[CH:11]=[C:10]2[C:5]([CH2:6][C@@H:7]([C:19](=[O:31])[NH:20][C@H:21]3[C:30]4[C:25](=[CH:26][CH:27]=[CH:28][CH:29]=4)[CH2:24][CH2:23][CH2:22]3)[N:8]([C:12]([O:14][C:15]([CH3:18])([CH3:17])[CH3:16])=[O:13])[CH2:9]2)=[CH:4][CH:3]=1.CCN(CC)CC.[F:39][C:40]([F:59])([F:58])[S:41](N(C1C=CC=CC=1)[S:41]([C:40]([F:59])([F:58])[F:39])(=[O:43])=[O:42])(=[O:43])=[O:42]. Given the product [C@H:21]1([NH:20][C:19]([C@@H:7]2[CH2:6][C:5]3[C:10](=[CH:11][C:2]([O:1][S:41]([C:40]([F:59])([F:58])[F:39])(=[O:43])=[O:42])=[CH:3][CH:4]=3)[CH2:9][N:8]2[C:12]([O:14][C:15]([CH3:16])([CH3:17])[CH3:18])=[O:13])=[O:31])[C:30]2[C:25](=[CH:26][CH:27]=[CH:28][CH:29]=2)[CH2:24][CH2:23][CH2:22]1, predict the reactants needed to synthesize it.